This data is from Forward reaction prediction with 1.9M reactions from USPTO patents (1976-2016). The task is: Predict the product of the given reaction. Given the reactants [C:1]([O:5][C:6]([N:8]1[C@H:13]([CH3:14])[CH2:12][N:11]([C:15]([O:17][CH2:18][C:19]2[CH:24]=[CH:23][CH:22]=[CH:21][CH:20]=2)=[O:16])[C@@H:10]([C:25](O)=[O:26])[CH2:9]1)=[O:7])([CH3:4])([CH3:3])[CH3:2].[CH3:28][N:29](C(ON1N=NC2C=CC=NC1=2)=[N+](C)C)C.F[P-](F)(F)(F)(F)F.CCN(C(C)C)C(C)C.CN.C1COCC1, predict the reaction product. The product is: [C:1]([O:5][C:6]([N:8]1[CH2:9][C@H:10]([C:25](=[O:26])[NH:29][CH3:28])[N:11]([C:15]([O:17][CH2:18][C:19]2[CH:20]=[CH:21][CH:22]=[CH:23][CH:24]=2)=[O:16])[CH2:12][C@H:13]1[CH3:14])=[O:7])([CH3:4])([CH3:2])[CH3:3].